This data is from Forward reaction prediction with 1.9M reactions from USPTO patents (1976-2016). The task is: Predict the product of the given reaction. (1) Given the reactants [CH3:1][O:2][C:3]1[CH:10]=[CH:9][C:6]([CH2:7]Cl)=[CH:5][CH:4]=1.[CH3:11][O:12][C:13]([C:15]1[S:16][CH:17]=[CH:18][C:19]=1[NH2:20])=[O:14], predict the reaction product. The product is: [CH3:11][O:12][C:13]([C:15]1[S:16][CH:17]=[CH:18][C:19]=1[NH:20][CH2:7][C:6]1[CH:9]=[CH:10][C:3]([O:2][CH3:1])=[CH:4][CH:5]=1)=[O:14]. (2) Given the reactants N1C=CC=CC=1.[F:7][C:8]([F:19])([F:18])[C:9]1[CH:17]=[CH:16][CH:15]=[C:14]2[C:10]=1[CH2:11][CH2:12][NH:13]2.Cl.CN(C)CCCN=C=NCC.[CH3:32][N:33]1[C:38](=[O:39])[CH:37]=[C:36]([N:40]2[CH2:45][CH2:44][O:43][CH2:42][CH2:41]2)[N:35]=[C:34]1[CH2:46][C:47]([O-])=[O:48].[Na+], predict the reaction product. The product is: [CH3:32][N:33]1[C:38](=[O:39])[CH:37]=[C:36]([N:40]2[CH2:45][CH2:44][O:43][CH2:42][CH2:41]2)[N:35]=[C:34]1[CH2:46][C:47](=[O:48])[N:13]1[C:14]2[C:10](=[C:9]([C:8]([F:7])([F:18])[F:19])[CH:17]=[CH:16][CH:15]=2)[CH2:11][CH2:12]1. (3) Given the reactants [CH3:1][O:2][C:3]1[CH:8]=[CH:7][CH:6]=[CH:5][C:4]=1[C:9]1[C:17]2[C:12](=[N:13][CH:14]=[C:15]([C:18]3[CH:23]=[CH:22][N:21]=[C:20]([C:24](=O)[C:25]([N:27]([CH3:29])[CH3:28])=[O:26])[CH:19]=3)[CH:16]=2)[N:11]([S:31]([C:34]2[CH:39]=[CH:38][C:37]([CH3:40])=[CH:36][CH:35]=2)(=[O:33])=[O:32])[CH:10]=1.COC1C=CC=CC=1C1C2C(=NC=C(B3OC(C)(C)C(C)(C)O3)C=2)[N:51](S(C2C=CC(C)=CC=2)(=O)=O)[CH:50]=1.BrC1C=CN=C(C(C#N)C(N(C)C)=O)C=1.C(=O)(O)[O-].[Na+], predict the reaction product. The product is: [C:50]([CH:24]([C:20]1[CH:19]=[C:18]([C:15]2[CH:16]=[C:17]3[C:9]([C:4]4[CH:5]=[CH:6][CH:7]=[CH:8][C:3]=4[O:2][CH3:1])=[CH:10][N:11]([S:31]([C:34]4[CH:39]=[CH:38][C:37]([CH3:40])=[CH:36][CH:35]=4)(=[O:32])=[O:33])[C:12]3=[N:13][CH:14]=2)[CH:23]=[CH:22][N:21]=1)[C:25]([N:27]([CH3:28])[CH3:29])=[O:26])#[N:51]. (4) Given the reactants [OH:1][NH:2][C:3]([C:5]1[CH:13]=[CH:12][C:11]2[NH:10][C:9]3[CH:14]([CH2:17][C:18]([O:20]CC)=[O:19])[CH2:15][CH2:16][C:8]=3[C:7]=2[CH:6]=1)=[NH:4].[Br:23][C:24]1[CH:25]=[C:26]([CH:30]=[C:31]([O:33][C:34]([F:37])([F:36])[F:35])[CH:32]=1)[C:27](Cl)=O, predict the reaction product. The product is: [Br:23][C:24]1[CH:25]=[C:26]([C:27]2[O:1][N:2]=[C:3]([C:5]3[CH:13]=[CH:12][C:11]4[NH:10][C:9]5[CH:14]([CH2:17][C:18]([OH:20])=[O:19])[CH2:15][CH2:16][C:8]=5[C:7]=4[CH:6]=3)[N:4]=2)[CH:30]=[C:31]([O:33][C:34]([F:35])([F:36])[F:37])[CH:32]=1. (5) Given the reactants O=[CH:2][C:3]1[CH:11]=[CH:10][C:8]([OH:9])=[C:5]([O:6][CH3:7])[CH:4]=1.C1(P(C2C=CC=CC=2)(C2C=CC=CC=2)=[CH:19][C:20]([O:22][CH2:23][CH3:24])=[O:21])C=CC=CC=1, predict the reaction product. The product is: [OH:9][C:8]1[CH:10]=[CH:11][C:3](/[CH:2]=[CH:19]/[C:20]([O:22][CH2:23][CH3:24])=[O:21])=[CH:4][C:5]=1[O:6][CH3:7]. (6) Given the reactants [Br:1][C:2]1[CH:7]=[CH:6][C:5]([C:8](=O)[CH3:9])=[CH:4][CH:3]=1.[CH3:11][C:12]([S@@:15]([NH2:17])=[O:16])([CH3:14])[CH3:13], predict the reaction product. The product is: [Br:1][C:2]1[CH:7]=[CH:6][C:5](/[C:8](=[N:17]/[S@:15]([C:12]([CH3:14])([CH3:13])[CH3:11])=[O:16])/[CH3:9])=[CH:4][CH:3]=1. (7) Given the reactants [N+:1]([C:4]1[C:5]([NH:10][CH:11]2[CH2:16][CH2:15][CH:14]([NH2:17])[CH2:13][CH2:12]2)=[N:6][CH:7]=[CH:8][CH:9]=1)([O-:3])=[O:2].Cl[C:19]1[NH:23][C:22]2[CH:24]=[CH:25][CH:26]=[CH:27][C:21]=2[N:20]=1, predict the reaction product. The product is: [NH:20]1[C:21]2[CH:27]=[CH:26][CH:25]=[CH:24][C:22]=2[N:23]=[C:19]1[NH:17][CH:14]1[CH2:15][CH2:16][CH:11]([NH:10][C:5]2[C:4]([N+:1]([O-:3])=[O:2])=[CH:9][CH:8]=[CH:7][N:6]=2)[CH2:12][CH2:13]1. (8) The product is: [CH2:70]([CH:69]([NH:68][C:66](=[O:67])[NH:65][C:62]1[CH:63]=[CH:64][C:59]([O:58][C:55]2[S:54][C:53]([NH:52][C:15](=[O:17])[C:14]3[CH:13]=[CH:12][C:11]([O:10][CH2:9][CH2:8][CH2:7][N:1]4[CH2:2][CH2:3][CH2:4][CH2:5][CH2:6]4)=[CH:19][CH:18]=3)=[N:57][CH:56]=2)=[C:60]([O:74][CH3:75])[CH:61]=1)[CH2:72][CH3:73])[CH3:71]. Given the reactants [N:1]1([CH2:7][CH2:8][CH2:9][O:10][C:11]2[CH:19]=[CH:18][C:14]([C:15]([OH:17])=O)=[CH:13][CH:12]=2)[CH2:6][CH2:5][CH2:4][CH2:3][CH2:2]1.CN(C(ON1N=NC2C=CC=CC1=2)=[N+](C)C)C.[B-](F)(F)(F)F.C1C=CC2N(O)N=NC=2C=1.[NH2:52][C:53]1[S:54][C:55]([O:58][C:59]2[CH:64]=[CH:63][C:62]([NH:65][C:66]([NH:68][CH:69]([CH2:72][CH3:73])[CH2:70][CH3:71])=[O:67])=[CH:61][C:60]=2[O:74][CH3:75])=[CH:56][N:57]=1, predict the reaction product. (9) Given the reactants [Br:1]Br.C(O)(=O)C.[CH3:7][C:8]1[CH:13]=[CH:12][CH:11]=[C:10]([CH3:14])[C:9]=1[CH2:15][C:16]([OH:18])=[O:17], predict the reaction product. The product is: [Br:1][C:11]1[C:10]([CH3:14])=[C:9]([CH2:15][C:16]([OH:18])=[O:17])[C:8]([CH3:7])=[CH:13][CH:12]=1. (10) Given the reactants [CH3:1][O:2][C:3]1[C:38]([O:39][CH2:40][CH2:41][CH2:42][O:43][C:44]2[C:45]([O:72][CH3:73])=[CH:46][C:47]3[C:53](=[O:54])[N:52]4[CH:55]=[C:56]([C:58]5[CH:63]=[CH:62][C:61]([N:64]6[CH2:69][CH2:68][N:67]([CH3:70])[CH2:66][CH2:65]6)=[CH:60][CH:59]=5)[CH2:57][C@H:51]4[CH:50]=[N:49][C:48]=3[CH:71]=2)=[CH:37][C:6]2[N:7]=[CH:8][C@@H:9]3[CH2:15][C:14](/[CH:16]=[CH:17]/[CH2:18][NH:19]C(=O)OCC4C5C=CC=CC=5C5C4=CC=CC=5)=[CH:13][N:10]3[C:11](=[O:12])[C:5]=2[CH:4]=1, predict the reaction product. The product is: [NH2:19][CH2:18]/[CH:17]=[CH:16]/[C:14]1[CH2:15][C@H:9]2[CH:8]=[N:7][C:6]3[CH:37]=[C:38]([O:39][CH2:40][CH2:41][CH2:42][O:43][C:44]4[C:45]([O:72][CH3:73])=[CH:46][C:47]5[C:53](=[O:54])[N:52]6[CH:55]=[C:56]([C:58]7[CH:63]=[CH:62][C:61]([N:64]8[CH2:65][CH2:66][N:67]([CH3:70])[CH2:68][CH2:69]8)=[CH:60][CH:59]=7)[CH2:57][C@H:51]6[CH:50]=[N:49][C:48]=5[CH:71]=4)[C:3]([O:2][CH3:1])=[CH:4][C:5]=3[C:11](=[O:12])[N:10]2[CH:13]=1.